Dataset: Experimentally validated miRNA-target interactions with 360,000+ pairs, plus equal number of negative samples. Task: Binary Classification. Given a miRNA mature sequence and a target amino acid sequence, predict their likelihood of interaction. (1) The miRNA is mmu-miR-25-3p with sequence CAUUGCACUUGUCUCGGUCUGA. The protein sequence of the target gene is MAELIQKKLQGEVEKYQQLQKDLSKSMSGRQKLEAQLTENNIVKEELALLDGSNVVFKLLGPVLVKQELGEARATVGKRLDYITAEIKRYESQLRDLERQSEQQRETLAQLQQEFQRAQAAKAGAPGKA. Result: 0 (no interaction). (2) The miRNA is hsa-miR-606 with sequence AAACUACUGAAAAUCAAAGAU. The protein sequence of the target gene is MPPPSDIVKVAIEWPGANAQLLEIDQKRPLASIIKEVCDGWSLPNPEYYTLRYADGPQLYVTEQTRNDIKNGTILQLAVSPSRAARQLMERTQSSSMETRLDAMKELAKLSADVTFATEFINMDGIIVLTRLVESGTKLLSHYSEMLAFTLTAFLELMDHGIVSWDMVSVTFIKQIAGYVSQPMVDVSILQRSLAILESMVLNSQSLYQKIAEEITVGQLISHLQVSNQEIQTYAIALINALFLKAPEDKRQDKHLNPLDLPVTDMANAFAQKHLRSIILNHVIRGNRPIKTEMAHQLYV.... Result: 0 (no interaction). (3) The miRNA is mmu-miR-342-3p with sequence UCUCACACAGAAAUCGCACCCGU. The protein sequence of the target gene is MEPWKQCAQWLIHSKVLPPNHRVTWDSAQVFDLAQTLRDGVLLCQLLNNLRPHSINLKEINLRPQMSQFLCLKNIRTFLAACCDTFGMRKSELFEAFDLFDVRDFGKVIETLSRLSRTPIALATGIRPFPTEESINDEDIYKGLPDLIDETRVEDEEDLYDCVYGEDEGGEVYEDLMKAEEAQQPKSQENDIRSCCLAEIRQTEEKYTETLESIEKYFMAPLKRFLTAAEFDSVFINIPDLVKVHRSLMQEIHDSIVNKDDQNLYQVFINYKERLVIYGQYCSGVESAISNLDYISKTKE.... Result: 0 (no interaction).